Dataset: Full USPTO retrosynthesis dataset with 1.9M reactions from patents (1976-2016). Task: Predict the reactants needed to synthesize the given product. (1) Given the product [C:1]([N:8]1[CH2:25][CH2:24][C@@:15]23[C:16]4[CH:17]=[C:18]([O:23][C:33](=[O:38])[C:34]([CH3:37])([CH3:36])[CH3:35])[CH:19]=[CH:20][C:21]=4[CH2:22][C@@H:9]1[C@@H:10]2[CH2:11][CH2:12][CH2:13][CH2:14]3)([O:3][C:4]([CH3:7])([CH3:6])[CH3:5])=[O:2], predict the reactants needed to synthesize it. The reactants are: [C:1]([N:8]1[CH2:25][CH2:24][C@@:15]23[C:16]4[CH:17]=[C:18]([OH:23])[CH:19]=[CH:20][C:21]=4[CH2:22][C@@H:9]1[C@@H:10]2[CH2:11][CH2:12][CH2:13][CH2:14]3)([O:3][C:4]([CH3:7])([CH3:6])[CH3:5])=[O:2].C(N(CC)CC)C.[C:33](Cl)(=[O:38])[C:34]([CH3:37])([CH3:36])[CH3:35]. (2) Given the product [CH3:1][O:2][C:3]1[CH:8]=[C:7]([C:9]([N:31]2[C:32]3[CH:38]=[CH:37][CH:36]=[CH:35][C:33]=3[CH2:34][N:28]3[CH:27]=[CH:26][CH:25]=[C:29]3[CH2:30]2)=[O:11])[CH:6]=[CH:5][C:4]=1[C:12]1[CH:17]=[CH:16][CH:15]=[CH:14][C:13]=1[CH3:18], predict the reactants needed to synthesize it. The reactants are: [CH3:1][O:2][C:3]1[CH:8]=[C:7]([C:9]([OH:11])=O)[CH:6]=[CH:5][C:4]=1[C:12]1[CH:17]=[CH:16][CH:15]=[CH:14][C:13]=1[CH3:18].C(Cl)(=O)C(Cl)=O.[CH:25]1[CH:26]=[CH:27][N:28]2[CH2:34][C:33]3[CH:35]=[CH:36][CH:37]=[CH:38][C:32]=3[NH:31][CH2:30][C:29]=12.C(N(CC)CC)C. (3) The reactants are: [CH3:1][S:2]([C:5]1[CH:10]=[CH:9][C:8]([C:11]2[CH:12]=[CH:13][C:14]3[O:18][CH:17]([CH:19]4[CH2:24][CH2:23][N:22]([C:25]#[N:26])[CH2:21][CH2:20]4)[CH2:16][C:15]=3[CH:27]=2)=[CH:7][CH:6]=1)(=[O:4])=[O:3].[OH:28][NH:29][C:30]([CH:32]1[CH2:34][CH2:33]1)=N. Given the product [CH:32]1([C:30]2[N:26]=[C:25]([N:22]3[CH2:21][CH2:20][CH:19]([CH:17]4[CH2:16][C:15]5[CH:27]=[C:11]([C:8]6[CH:9]=[CH:10][C:5]([S:2]([CH3:1])(=[O:3])=[O:4])=[CH:6][CH:7]=6)[CH:12]=[CH:13][C:14]=5[O:18]4)[CH2:24][CH2:23]3)[O:28][N:29]=2)[CH2:34][CH2:33]1, predict the reactants needed to synthesize it.